This data is from Catalyst prediction with 721,799 reactions and 888 catalyst types from USPTO. The task is: Predict which catalyst facilitates the given reaction. (1) Reactant: [CH3:1][O:2][C:3]1[N:4]=[C:5]2[C:10](=[CH:11][CH:12]=1)[N:9]=[CH:8][CH:7]=[C:6]2[NH2:13].CC(C)([O-])C.[K+].[Cl:20][CH2:21][C:22](OCC)=[O:23].O. Product: [Cl:20][CH2:21][C:22]([NH:13][C:6]1[C:5]2[C:10](=[CH:11][CH:12]=[C:3]([O:2][CH3:1])[N:4]=2)[N:9]=[CH:8][CH:7]=1)=[O:23]. The catalyst class is: 1. (2) Reactant: [C:1]([O:5][C:6]([N:8]1[CH2:14][CH2:13][C:12]2[CH:15]=[C:16]([C:19](O)=[O:20])[CH:17]=[CH:18][C:11]=2[CH2:10][CH2:9]1)=[O:7])([CH3:4])([CH3:3])[CH3:2].C(N(CC)CC)C.[CH2:29]([NH2:36])[C:30]1[CH:35]=[CH:34][CH:33]=[CH:32][CH:31]=1.F[P-](F)(F)(F)(F)F.N1(OC(N(C)C)=[N+](C)C)C2N=CC=CC=2N=N1. Product: [CH2:29]([NH:36][C:19]([C:16]1[CH:17]=[CH:18][C:11]2[CH2:10][CH2:9][N:8]([C:6]([O:5][C:1]([CH3:3])([CH3:4])[CH3:2])=[O:7])[CH2:14][CH2:13][C:12]=2[CH:15]=1)=[O:20])[C:30]1[CH:35]=[CH:34][CH:33]=[CH:32][CH:31]=1. The catalyst class is: 10.